Dataset: Full USPTO retrosynthesis dataset with 1.9M reactions from patents (1976-2016). Task: Predict the reactants needed to synthesize the given product. (1) Given the product [OH:4][C@@H:5]1[CH2:22][C@@:20]2([CH3:21])[C@@H:16]([CH2:17][CH2:18][C:19]2=[O:23])[C@H:15]2[C@H:6]1[C@@H:7]1[C:12]([CH2:13][C@H:14]2[CH3:24])=[CH:11][C:10](=[O:25])[CH2:9][CH2:8]1, predict the reactants needed to synthesize it. The reactants are: C([O:4][C@@H:5]1[CH2:22][C@@:20]2([CH3:21])[C@@H:16]([CH2:17][CH2:18][C:19]2=[O:23])[C@H:15]2[C@H:6]1[C@@H:7]1[C:12]([CH2:13][C@H:14]2[CH3:24])=[CH:11][C:10](=[O:25])[CH2:9][CH2:8]1)(=O)C.[OH-].[K+]. (2) Given the product [Cl:1][C:2]1[N:3]=[C:4]([C:9]([O:11][CH3:12])=[O:10])[CH:5]=[C:6]([N:17]2[CH2:18][CH2:19][C:14]([OH:20])([CH3:13])[CH2:15][CH2:16]2)[N:7]=1, predict the reactants needed to synthesize it. The reactants are: [Cl:1][C:2]1[N:7]=[C:6](Cl)[CH:5]=[C:4]([C:9]([O:11][CH3:12])=[O:10])[N:3]=1.[CH3:13][C:14]1([OH:20])[CH2:19][CH2:18][NH:17][CH2:16][CH2:15]1.C(=O)([O-])[O-].[Na+].[Na+]. (3) Given the product [Cl:26][C:10]1[N:11]=[N:12][C:13]([CH3:14])=[C:8]([C:5]2[CH:6]=[CH:7][C:2]([Cl:1])=[CH:3][CH:4]=2)[C:9]=1[C:16]1[C:21]([F:22])=[CH:20][CH:19]=[CH:18][C:17]=1[F:23], predict the reactants needed to synthesize it. The reactants are: [Cl:1][C:2]1[CH:7]=[CH:6][C:5]([C:8]2[C:13]([CH3:14])=[N:12][NH:11][C:10](=O)[C:9]=2[C:16]2[C:21]([F:22])=[CH:20][CH:19]=[CH:18][C:17]=2[F:23])=[CH:4][CH:3]=1.P(Cl)(Cl)([Cl:26])=O. (4) Given the product [CH3:1][O:2][C:3](=[O:13])[C:4]1[CH:9]=[CH:8][C:7]([CH2:10][O:22][C:17]2[CH:18]=[CH:19][CH:20]=[CH:21][C:16]=2[C:15]([F:14])([F:23])[F:24])=[CH:6][C:5]=1[Br:12], predict the reactants needed to synthesize it. The reactants are: [CH3:1][O:2][C:3](=[O:13])[C:4]1[CH:9]=[CH:8][C:7]([CH2:10]Br)=[CH:6][C:5]=1[Br:12].[F:14][C:15]([F:24])([F:23])[C:16]1[CH:21]=[CH:20][CH:19]=[CH:18][C:17]=1[OH:22].C(=O)([O-])[O-].[K+].[K+].BrC1C(COC2C=CC=CC=2C(F)(F)F)=CC=CC=1COC1C=CC=CC=1C(F)(F)F. (5) Given the product [CH3:36][C:34]1[CH:33]=[CH:32][N:31]=[C:30]([C:4]([C:6]2[N:7]=[CH:8][N:9]([C:11]3[CH:12]=[C:13]([C:17]4[CH:22]=[CH:21][CH:20]=[CH:19][C:18]=4[O:23][C:24]([F:25])([F:27])[F:26])[CH:14]=[CH:15][CH:16]=3)[CH:10]=2)=[O:5])[CH:35]=1, predict the reactants needed to synthesize it. The reactants are: CON(C)[C:4]([C:6]1[N:7]=[CH:8][N:9]([C:11]2[CH:12]=[C:13]([C:17]3[CH:22]=[CH:21][CH:20]=[CH:19][C:18]=3[O:23][C:24]([F:27])([F:26])[F:25])[CH:14]=[CH:15][CH:16]=2)[CH:10]=1)=[O:5].Br[C:30]1[CH:35]=[C:34]([CH3:36])[CH:33]=[CH:32][N:31]=1. (6) Given the product [I-:7].[CH3:1][N+:2]([CH3:4])([CH3:3])[CH2:8][CH2:9][CH2:10][CH2:11][CH3:12], predict the reactants needed to synthesize it. The reactants are: [CH3:1][N:2]([CH3:4])[CH3:3].CO.[I:7][CH2:8][CH2:9][CH2:10][CH2:11][CH3:12]. (7) Given the product [Br:15][C:16]1[CH:17]=[C:18]([Cl:27])[C:19]2[O:26][CH:23]([CH3:24])[CH2:22][C:20]=2[CH:21]=1, predict the reactants needed to synthesize it. The reactants are: N(C(OC(C)C)=O)=NC(OC(C)C)=O.[Br:15][C:16]1[CH:21]=[C:20]([CH2:22][CH:23](O)[CH3:24])[C:19]([OH:26])=[C:18]([Cl:27])[CH:17]=1.C1(P(C2C=CC=CC=2)C2C=CC=CC=2)C=CC=CC=1. (8) Given the product [NH2:12][C:13]1[CH:14]=[CH:15][C:16]([O:21][CH:22]2[CH2:23][CH2:24]2)=[C:17]([CH2:19][OH:20])[CH:18]=1, predict the reactants needed to synthesize it. The reactants are: [C-]1C2C(=CC=CC=2)C=CC=1.[Li+].[NH2:12][C:13]1[CH:14]=[CH:15][C:16]([O:21][C:22]2(SC3C=CC=CC=3)[CH2:24][CH2:23]2)=[C:17]([CH2:19][OH:20])[CH:18]=1.O. (9) The reactants are: [CH:1]1([C:4]2[CH:5]=[C:6]([C:14](=O)[C:15]([C:17]3C=[CH:21][CH:20]=[C:19](C#CC)[CH:18]=3)=O)[CH:7]=[CH:8][C:9]=2[O:10][CH:11]([F:13])[F:12])[CH2:3][CH2:2]1.Cl.[CH3:28][NH:29][C:30]([NH2:32])=[NH:31].[C:33](=[O:36])([O-])[O-].[Na+].[Na+].[CH:39](O)([CH3:41])[CH3:40]. Given the product [NH2:31][C:30]1[N:29]([CH3:28])[C:33](=[O:36])[C:14]([C:6]2[CH:7]=[CH:8][C:9]([O:10][CH:11]([F:12])[F:13])=[C:4]([CH:1]3[CH2:2][CH2:3]3)[CH:5]=2)([C:15]2[CH:41]=[CH:39][CH:40]=[C:18]([C:19]#[C:20][CH3:21])[CH:17]=2)[N:32]=1, predict the reactants needed to synthesize it. (10) Given the product [Br:23][C:5]1[CH:4]=[N:3][N:2]([CH3:1])[C:6]=1[C:7]1[CH:8]=[C:9]([C:12]([O:14][CH3:15])=[O:13])[S:10][CH:11]=1, predict the reactants needed to synthesize it. The reactants are: [CH3:1][N:2]1[C:6]([C:7]2[CH:8]=[C:9]([C:12]([O:14][CH3:15])=[O:13])[S:10][CH:11]=2)=[CH:5][CH:4]=[N:3]1.C1C(=O)N([Br:23])C(=O)C1.